From a dataset of Forward reaction prediction with 1.9M reactions from USPTO patents (1976-2016). Predict the product of the given reaction. (1) Given the reactants [Cl:1][C:2]1[CH:3]=[CH:4][C:5]([NH:11][CH2:12][CH:13]([F:15])[F:14])=[C:6]([CH:10]=1)[C:7]([OH:9])=O.CCN(C(C)C)C(C)C.C1C=CC2N(O)N=NC=2C=1.[CH3:35][C:36]([NH2:40])([C:38]#[CH:39])[CH3:37].CCN=C=NCCCN(C)C, predict the reaction product. The product is: [Cl:1][C:2]1[CH:3]=[CH:4][C:5]([NH:11][CH2:12][CH:13]([F:15])[F:14])=[C:6]([CH:10]=1)[C:7]([NH:40][C:36]([CH3:37])([C:38]#[CH:39])[CH3:35])=[O:9]. (2) Given the reactants [Cl:1][C:2]1[C:3]([C:9]([OH:11])=O)=[N:4][C:5]([Cl:8])=[CH:6][CH:7]=1.[C:12]12([CH2:22][NH2:23])[CH2:21][CH:16]3[CH2:17][CH:18]([CH2:20][CH:14]([CH2:15]3)[CH2:13]1)[CH2:19]2, predict the reaction product. The product is: [C:12]12([CH2:22][NH:23][C:9]([C:3]3[C:2]([Cl:1])=[CH:7][CH:6]=[C:5]([Cl:8])[N:4]=3)=[O:11])[CH2:19][CH:18]3[CH2:17][CH:16]([CH2:15][CH:14]([CH2:20]3)[CH2:13]1)[CH2:21]2. (3) Given the reactants Cl[CH2:2][C:3]1[N:7]([CH3:8])[N:6]=[N:5][N:4]=1.[C:9]1(=[O:19])[NH:13][C:12](=[O:14])[C:11]2=[CH:15][CH:16]=[CH:17][CH:18]=[C:10]12.[K].[I-].[Na+].O, predict the reaction product. The product is: [CH3:8][N:7]1[C:3]([CH2:2][N:13]2[C:9](=[O:19])[C:10]3[C:11](=[CH:15][CH:16]=[CH:17][CH:18]=3)[C:12]2=[O:14])=[N:4][N:5]=[N:6]1. (4) The product is: [CH3:48][NH:49][C:30](=[O:31])[C:29]1[CH:33]=[CH:34][CH:35]=[C:27]([CH:6]2[CH2:7][N:8]([CH2:15][C:16]3[CH:21]=[CH:20][CH:19]=[C:18]([O:22][C:23]([F:24])([F:25])[F:26])[CH:17]=3)[C:9]3[C:14](=[CH:13][CH:12]=[CH:11][CH:10]=3)[N:5]2[CH2:4][C@@H:3]([OH:36])[C:2]([F:1])([F:38])[F:37])[CH:28]=1. Given the reactants [F:1][C:2]([F:38])([F:37])[C@H:3]([OH:36])[CH2:4][N:5]1[C:14]2[C:9](=[CH:10][CH:11]=[CH:12][CH:13]=2)[N:8]([CH2:15][C:16]2[CH:21]=[CH:20][CH:19]=[C:18]([O:22][C:23]([F:26])([F:25])[F:24])[CH:17]=2)[CH2:7][CH:6]1[C:27]1[CH:28]=[C:29]([CH:33]=[CH:34][CH:35]=1)[C:30](O)=[O:31].CCN(C(C)C)C(C)C.[CH3:48][NH2:49].C(N=C=NCCCN(C)C)C, predict the reaction product.